This data is from Reaction yield outcomes from USPTO patents with 853,638 reactions. The task is: Predict the reaction yield, written as a fraction of the theoretical maximum amount of product (1.0 means a 100% yield; for example, 0.34 means a 34% yield). (1) The reactants are [H-].[H-].[H-].[H-].[Li+].[Al+3].[CH:7]([C:10]1([CH2:15][C:16](OC)=[O:17])[O:14][CH2:13][CH2:12][O:11]1)([CH3:9])[CH3:8]. The catalyst is C1COCC1. The product is [CH:7]([C:10]1([CH2:15][CH2:16][OH:17])[O:14][CH2:13][CH2:12][O:11]1)([CH3:9])[CH3:8]. The yield is 0.670. (2) The reactants are [C:1]([O:5][C:6]([NH:8][CH2:9][CH:10]([OH:13])[CH2:11]O)=[O:7])([CH3:4])([CH3:3])[CH3:2].N1C=CN=C1.C1(P(C2C=CC=CC=2)C2C=CC=CC=2)C=CC=CC=1.[I:38]I.S([O-])([O-])=O.[Na+].[Na+]. The catalyst is C1(C)C=CC=CC=1. The product is [C:1]([O:5][C:6]([NH:8][CH2:9][CH:10]([OH:13])[CH2:11][I:38])=[O:7])([CH3:4])([CH3:3])[CH3:2]. The yield is 0.410. (3) The reactants are [CH2:1]([O:8][C:9]([N:11]1[CH2:15][CH2:14][C@@H:13]([NH:16][C:17]([O:19][CH2:20][C:21]2[CH:26]=[CH:25][CH:24]=[CH:23][CH:22]=2)=[O:18])[C@H:12]1[CH2:27][N:28]=[N+]=[N-])=[O:10])[C:2]1[CH:7]=[CH:6][CH:5]=[CH:4][CH:3]=1.C1(P(C2C=CC=CC=2)C2C=CC=CC=2)C=CC=CC=1.O.[C:51]([O:55][C:56](O[C:56]([O:55][C:51]([CH3:54])([CH3:53])[CH3:52])=[O:57])=[O:57])([CH3:54])([CH3:53])[CH3:52]. The catalyst is O1CCCC1. The product is [CH2:1]([O:8][C:9]([N:11]1[CH2:15][CH2:14][C@@H:13]([NH:16][C:17]([O:19][CH2:20][C:21]2[CH:26]=[CH:25][CH:24]=[CH:23][CH:22]=2)=[O:18])[C@H:12]1[CH2:27][NH:28][C:56]([O:55][C:51]([CH3:54])([CH3:53])[CH3:52])=[O:57])=[O:10])[C:2]1[CH:7]=[CH:6][CH:5]=[CH:4][CH:3]=1. The yield is 0.260. (4) The reactants are Cl[C:2]1[N:3]=[CH:4][C:5]2[N:11]([CH3:12])[C:10](=[O:13])[C:9]3([CH2:16][CH2:15][CH2:14]3)[CH2:8][N:7]([CH:17]3[CH2:21][CH2:20][CH2:19][CH2:18]3)[C:6]=2[N:22]=1.[NH2:23][C:24]1[CH:32]=[CH:31][C:27]([C:28]([OH:30])=[O:29])=[CH:26][C:25]=1[F:33].C(O)(C(F)(F)F)=O. No catalyst specified. The product is [CH:17]1([N:7]2[CH2:8][C:9]3([CH2:16][CH2:15][CH2:14]3)[C:10](=[O:13])[N:11]([CH3:12])[C:5]3[CH:4]=[N:3][C:2]([NH:23][C:24]4[CH:32]=[CH:31][C:27]([C:28]([OH:30])=[O:29])=[CH:26][C:25]=4[F:33])=[N:22][C:6]2=3)[CH2:21][CH2:20][CH2:19][CH2:18]1. The yield is 0.550. (5) The reactants are C[O:2][C:3]1[C:8]([C:9]2[C:10]3[N:11]([N:15]=[C:16]([NH:18][C:19]4[CH:24]=[CH:23][C:22]([CH:25]5[CH2:30][CH2:29][N:28]([CH2:31][C:32]([N:34]([CH3:36])[CH3:35])=[O:33])[CH2:27][CH2:26]5)=[CH:21][CH:20]=4)[N:17]=3)[CH:12]=[CH:13][CH:14]=2)=[CH:7][CH:6]=[CH:5][N:4]=1.[I-].[Na+]. The catalyst is C(O)(=O)C. The product is [CH3:35][N:34]([CH3:36])[C:32](=[O:33])[CH2:31][N:28]1[CH2:29][CH2:30][CH:25]([C:22]2[CH:23]=[CH:24][C:19]([NH:18][C:16]3[N:17]=[C:10]4[C:9]([C:8]5[C:3](=[O:2])[NH:4][CH:5]=[CH:6][CH:7]=5)=[CH:14][CH:13]=[CH:12][N:11]4[N:15]=3)=[CH:20][CH:21]=2)[CH2:26][CH2:27]1. The yield is 0.540. (6) The reactants are CN([CH:4]=[O:5])C.P(Cl)(Cl)(Cl)=O.[Br:11][C:12]1[CH:20]=[CH:19][C:18]([C:21]([NH2:23])=O)=[C:17]2[C:13]=1[CH:14]=[CH:15][NH:16]2.C([O-])(O)=O.[Na+].[OH-].[Na+]. The catalyst is C(Cl)Cl. The product is [Br:11][C:12]1[CH:20]=[CH:19][C:18]([C:21]#[N:23])=[C:17]2[C:13]=1[C:14]([CH:4]=[O:5])=[CH:15][NH:16]2. The yield is 0.650. (7) The reactants are [Cl:1][C:2]1[CH:11]=[C:10](Cl)[C:9]2[C:4](=[C:5]([CH3:15])[CH:6]=[C:7]([O:13][CH3:14])[CH:8]=2)[N:3]=1.ClC1C=C([O:27][CH2:28][C:29]2[CH:34]=[CH:33][C:32]([O:35][CH3:36])=[CH:31][CH:30]=2)C2C(=C(Cl)C(OC)=CC=2)N=1. No catalyst specified. The product is [Cl:1][C:2]1[CH:11]=[C:10]([O:27][CH2:28][C:29]2[CH:34]=[CH:33][C:32]([O:35][CH3:36])=[CH:31][CH:30]=2)[C:9]2[C:4](=[C:5]([CH3:15])[CH:6]=[C:7]([O:13][CH3:14])[CH:8]=2)[N:3]=1. The yield is 0.580. (8) The reactants are [ClH:1].Cl.[CH3:3][C:4]1[N:5]=[C:6]([NH:9][C:10]2[N:15]=[CH:14][C:13]([S:16][CH2:17][C:18]3[C:23]([OH:24])=[CH:22][CH:21]=[CH:20][N:19]=3)=[CH:12][C:11]=2[O:25][C:26]2[CH:31]=[CH:30][CH:29]=[CH:28][CH:27]=2)[S:7][CH:8]=1.[H-].[Na+].[CH3:34]I. The catalyst is CN(C=O)C. The product is [ClH:1].[CH3:34][O:24][C:23]1[C:18]([CH2:17][S:16][C:13]2[CH:12]=[C:11]([O:25][C:26]3[CH:31]=[CH:30][CH:29]=[CH:28][CH:27]=3)[C:10]([NH:9][C:6]3[S:7][CH:8]=[C:4]([CH3:3])[N:5]=3)=[N:15][CH:14]=2)=[N:19][CH:20]=[CH:21][CH:22]=1. The yield is 0.0422.